From a dataset of Full USPTO retrosynthesis dataset with 1.9M reactions from patents (1976-2016). Predict the reactants needed to synthesize the given product. (1) Given the product [F:1][C:2]1[C:7]([F:8])=[CH:6][CH:5]=[CH:4][C:3]=1[C:9]1[N:17]=[C:12]2[CH:13]=[N:14][N:15]([CH2:19][C:20]3[O:24][N:23]=[C:22]([C:25]4[CH:26]=[CH:27][C:28]([O:31][C:32]([F:37])([F:36])[CH:33]([F:35])[F:34])=[CH:29][CH:30]=4)[CH:21]=3)[CH:16]=[C:11]2[N:10]=1, predict the reactants needed to synthesize it. The reactants are: [F:1][C:2]1[C:7]([F:8])=[CH:6][CH:5]=[CH:4][C:3]=1[C:9]1[N:17]=[C:12]2[CH:13]=[N:14][NH:15][CH:16]=[C:11]2[N:10]=1.Cl[CH2:19][C:20]1[O:24][N:23]=[C:22]([C:25]2[CH:30]=[CH:29][C:28]([O:31][C:32]([F:37])([F:36])[CH:33]([F:35])[F:34])=[CH:27][CH:26]=2)[CH:21]=1. (2) The reactants are: [OH:1][CH2:2][C:3]1[N:7]([C:8]2[CH:13]=[CH:12][CH:11]=[CH:10][CH:9]=2)[N:6]=[N:5][C:4]=1[C:14]([N:16]([CH2:38][CH:39]([CH3:41])[CH3:40])[C@H:17]1[CH2:22][C@@H:21]([C:23]([N:25]2[CH2:30][CH2:29][O:28][CH2:27][CH2:26]2)=[O:24])[CH2:20][N:19]([C:31]([O:33][C:34]([CH3:37])([CH3:36])[CH3:35])=[O:32])[CH2:18]1)=[O:15].[H-].[Na+].Br[CH2:45][CH2:46][O:47][CH3:48]. Given the product [CH3:48][O:47][CH2:46][CH2:45][O:1][CH2:2][C:3]1[N:7]([C:8]2[CH:13]=[CH:12][CH:11]=[CH:10][CH:9]=2)[N:6]=[N:5][C:4]=1[C:14]([N:16]([CH2:38][CH:39]([CH3:41])[CH3:40])[C@H:17]1[CH2:22][C@@H:21]([C:23]([N:25]2[CH2:30][CH2:29][O:28][CH2:27][CH2:26]2)=[O:24])[CH2:20][N:19]([C:31]([O:33][C:34]([CH3:35])([CH3:36])[CH3:37])=[O:32])[CH2:18]1)=[O:15], predict the reactants needed to synthesize it. (3) Given the product [CH3:29][C:26]1([CH3:30])[C:25]2[C:20]([O:19][C:16]3[N:15]=[CH:14][C:13]([NH:12][C:54]([C@H:53]([NH:52][C:50](=[O:51])[O:49][C:46]([CH3:45])([CH3:47])[CH3:48])[CH2:57][CH3:58])=[O:56])=[CH:18][CH:17]=3)=[CH:21][CH:22]=[CH:23][C:24]=2[O:28][CH2:27]1, predict the reactants needed to synthesize it. The reactants are: CC(N([C@H](C)C([NH:12][C:13]1[CH:14]=[N:15][C:16]([O:19][C:20]2[C:25]3[C:26]([CH3:30])([CH3:29])[CH2:27][O:28][C:24]=3[CH:23]=[CH:22][CH:21]=2)=[CH:17][CH:18]=1)=O)C(=O)[O-])(C)C.CC(OC(N[C@@H](C(O)=O)C)=O)(C)C.[CH3:45][C:46]([O:49][C:50]([NH:52][C@H:53]([CH2:57][CH3:58])[C:54]([OH:56])=O)=[O:51])([CH3:48])[CH3:47]. (4) Given the product [CH3:15][O:14][C:12]([C:5]1[N:6]=[CH:7][C:8]2[C:3]([CH:4]=1)=[C:2]([NH:1][C:24]([NH:23][CH2:22][C:21]1[CH:20]=[CH:19][C:18]([C:17]([F:16])([F:29])[F:28])=[CH:27][CH:26]=1)=[O:25])[CH:11]=[CH:10][CH:9]=2)=[O:13], predict the reactants needed to synthesize it. The reactants are: [NH2:1][C:2]1[CH:11]=[CH:10][CH:9]=[C:8]2[C:3]=1[CH:4]=[C:5]([C:12]([O:14][CH3:15])=[O:13])[N:6]=[CH:7]2.[F:16][C:17]([F:29])([F:28])[C:18]1[CH:27]=[CH:26][C:21]([CH2:22][N:23]=[C:24]=[O:25])=[CH:20][CH:19]=1. (5) Given the product [CH2:7]([O:6][C:4]([C:3]1[C:12]([CH2:13][CH2:14][CH2:15][CH3:16])=[C:11]([Si:10]([CH3:18])([CH3:17])[CH3:9])[NH:2][N:1]=1)=[O:5])[CH3:8], predict the reactants needed to synthesize it. The reactants are: [N+:1](=[CH:3][C:4]([O:6][CH2:7][CH3:8])=[O:5])=[N-:2].[CH3:9][Si:10]([CH3:18])([CH3:17])[C:11]#[C:12][CH2:13][CH2:14][CH2:15][CH3:16]. (6) Given the product [O:29]1[CH2:34][CH2:33][CH:32]([N:35]2[CH2:40][CH2:39][CH:38]([S:41]([C:44]3[CH:45]=[CH:46][C:47]([CH2:48][NH:49][C:55]([C:8]4[O:21][C:28]5=[CH:27][N:24]=[CH:25][CH:26]=[C:6]5[CH:7]=4)=[O:56])=[CH:50][CH:51]=3)(=[O:43])=[O:42])[CH2:37][CH2:36]2)[CH2:31][CH2:30]1, predict the reactants needed to synthesize it. The reactants are: CCN=C=N[CH2:6][CH2:7][CH2:8]N(C)C.C1C=CC2N([OH:21])N=NC=2C=1.C([N:24]([CH2:27][CH3:28])[CH2:25][CH3:26])C.[O:29]1[CH2:34][CH2:33][CH:32]([N:35]2[CH2:40][CH2:39][CH:38]([S:41]([C:44]3[CH:51]=[CH:50][C:47]([CH2:48][NH2:49])=[CH:46][CH:45]=3)(=[O:43])=[O:42])[CH2:37][CH2:36]2)[CH2:31][CH2:30]1.CN([CH:55]=[O:56])C.